This data is from Forward reaction prediction with 1.9M reactions from USPTO patents (1976-2016). The task is: Predict the product of the given reaction. The product is: [C:1]1([N:11]2[CH2:16][CH2:15][N:14]([CH2:32][CH2:31][CH2:30][CH2:29][O:28][C:24]3[N:25]=[C:26]4[C:21]([CH2:20][CH2:19][C:18](=[O:17])[NH:27]4)=[C:22]([C:34]([F:36])([F:35])[F:37])[CH:23]=3)[CH2:13][CH2:12]2)[C:10]2[CH2:9][CH2:8][CH2:7][CH2:6][C:5]=2[CH:4]=[CH:3][CH:2]=1. Given the reactants [C:1]1([N:11]2[CH2:16][CH2:15][NH:14][CH2:13][CH2:12]2)[C:10]2[CH2:9][CH2:8][CH2:7][CH2:6][C:5]=2[CH:4]=[CH:3][CH:2]=1.[O:17]=[C:18]1[NH:27][C:26]2[N:25]=[C:24]([O:28][CH2:29][CH2:30][CH2:31][CH:32]=O)[CH:23]=[C:22]([C:34]([F:37])([F:36])[F:35])[C:21]=2[CH2:20][CH2:19]1, predict the reaction product.